Dataset: NCI-60 drug combinations with 297,098 pairs across 59 cell lines. Task: Regression. Given two drug SMILES strings and cell line genomic features, predict the synergy score measuring deviation from expected non-interaction effect. (1) Drug 1: CS(=O)(=O)OCCCCOS(=O)(=O)C. Drug 2: C1CCC(C(C1)N)N.C(=O)(C(=O)[O-])[O-].[Pt+4]. Cell line: OVCAR-5. Synergy scores: CSS=17.3, Synergy_ZIP=-9.85, Synergy_Bliss=-3.96, Synergy_Loewe=-2.22, Synergy_HSA=-0.853. (2) Drug 2: CCC1=CC2CC(C3=C(CN(C2)C1)C4=CC=CC=C4N3)(C5=C(C=C6C(=C5)C78CCN9C7C(C=CC9)(C(C(C8N6C)(C(=O)OC)O)OC(=O)C)CC)OC)C(=O)OC.C(C(C(=O)O)O)(C(=O)O)O. Cell line: CCRF-CEM. Synergy scores: CSS=70.9, Synergy_ZIP=10.5, Synergy_Bliss=6.01, Synergy_Loewe=-14.9, Synergy_HSA=6.30. Drug 1: CN1CCC(CC1)COC2=C(C=C3C(=C2)N=CN=C3NC4=C(C=C(C=C4)Br)F)OC. (3) Drug 1: CC1=C2C(C(=O)C3(C(CC4C(C3C(C(C2(C)C)(CC1OC(=O)C(C(C5=CC=CC=C5)NC(=O)OC(C)(C)C)O)O)OC(=O)C6=CC=CC=C6)(CO4)OC(=O)C)O)C)O. Drug 2: C(CCl)NC(=O)N(CCCl)N=O. Cell line: A498. Synergy scores: CSS=1.29, Synergy_ZIP=-1.81, Synergy_Bliss=-3.91, Synergy_Loewe=-23.3, Synergy_HSA=-4.57. (4) Drug 1: CC1=C(N=C(N=C1N)C(CC(=O)N)NCC(C(=O)N)N)C(=O)NC(C(C2=CN=CN2)OC3C(C(C(C(O3)CO)O)O)OC4C(C(C(C(O4)CO)O)OC(=O)N)O)C(=O)NC(C)C(C(C)C(=O)NC(C(C)O)C(=O)NCCC5=NC(=CS5)C6=NC(=CS6)C(=O)NCCC[S+](C)C)O. Drug 2: CN(CC1=CN=C2C(=N1)C(=NC(=N2)N)N)C3=CC=C(C=C3)C(=O)NC(CCC(=O)O)C(=O)O. Cell line: DU-145. Synergy scores: CSS=47.5, Synergy_ZIP=2.18, Synergy_Bliss=1.72, Synergy_Loewe=-11.4, Synergy_HSA=3.97.